The task is: Regression. Given a peptide amino acid sequence and an MHC pseudo amino acid sequence, predict their binding affinity value. This is MHC class II binding data.. This data is from Peptide-MHC class II binding affinity with 134,281 pairs from IEDB. (1) The peptide sequence is RDLLLIVTRIVELLGR. The MHC is DRB1_0701 with pseudo-sequence DRB1_0701. The binding affinity (normalized) is 0.451. (2) The peptide sequence is DILLRMSKMQLGSSS. The MHC is DRB5_0101 with pseudo-sequence DRB5_0101. The binding affinity (normalized) is 0.164. (3) The peptide sequence is EKKYRAATQFEPLAA. The MHC is HLA-DQA10501-DQB10201 with pseudo-sequence HLA-DQA10501-DQB10201. The binding affinity (normalized) is 0.323. (4) The MHC is HLA-DQA10102-DQB10602 with pseudo-sequence HLA-DQA10102-DQB10602. The peptide sequence is VDIINRWQVVAPQLP. The binding affinity (normalized) is 0.406. (5) The peptide sequence is ALASPGSCLEEFRASPFLEC. The MHC is DRB1_1501 with pseudo-sequence DRB1_1501. The binding affinity (normalized) is 0.132. (6) The peptide sequence is DPMVQIPRLVANNTR. The MHC is DRB1_0401 with pseudo-sequence DRB1_0401. The binding affinity (normalized) is 0.0139. (7) The peptide sequence is AFWVAATAANAAPAN. The MHC is DRB1_1001 with pseudo-sequence DRB1_1001. The binding affinity (normalized) is 0.785.